From a dataset of Full USPTO retrosynthesis dataset with 1.9M reactions from patents (1976-2016). Predict the reactants needed to synthesize the given product. (1) Given the product [Br:22][C:21]1[C:2]([N:1]2[CH2:24][CH2:25][CH2:26][C:27]2=[O:28])=[CH:3][C:4]2[O:8][C:7]([C:9]3[CH:10]=[CH:11][C:12]([F:15])=[CH:13][CH:14]=3)=[C:6]([C:16]([NH:18][CH3:19])=[O:17])[C:5]=2[CH:20]=1, predict the reactants needed to synthesize it. The reactants are: [NH2:1][C:2]1[C:21]([Br:22])=[CH:20][C:5]2[C:6]([C:16]([NH:18][CH3:19])=[O:17])=[C:7]([C:9]3[CH:14]=[CH:13][C:12]([F:15])=[CH:11][CH:10]=3)[O:8][C:4]=2[CH:3]=1.Cl[CH2:24][CH2:25][CH2:26][C:27](Cl)=[O:28]. (2) The reactants are: [Cl:1][C:2]1[CH:3]=[CH:4][C:5]([C:16]2[C:21]([Cl:22])=[CH:20][N:19]=[C:18](F)[CH:17]=2)=[N:6][C:7]=1[NH:8][CH2:9][CH:10]1[CH2:15][CH2:14][O:13][CH2:12][CH2:11]1.[OH-].[NH4+:25]. Given the product [Cl:1][C:2]1[CH:3]=[CH:4][C:5]([C:16]2[C:21]([Cl:22])=[CH:20][N:19]=[C:18]([NH2:25])[CH:17]=2)=[N:6][C:7]=1[NH:8][CH2:9][CH:10]1[CH2:15][CH2:14][O:13][CH2:12][CH2:11]1, predict the reactants needed to synthesize it. (3) Given the product [F:50][C:45]1[CH:44]=[C:43]([C@@H:41]([NH:40][C:39]([C:38]2[C:33]([NH:32][C@@H:30]([C:27]3[CH:26]=[N:25][C:24]([C:21]4[CH:22]=[C:23]5[C:15]([NH2:14])=[N:16][NH:17][C:18]5=[N:19][CH:20]=4)=[CH:29][CH:28]=3)[CH3:31])=[N:34][CH:35]=[C:36]([C:52]#[N:53])[N:37]=2)=[O:51])[CH3:42])[CH:48]=[CH:47][C:46]=1[F:49].[C:3]([OH:5])([C:2]([F:7])([F:6])[F:1])=[O:4], predict the reactants needed to synthesize it. The reactants are: [F:1][C:2]([F:7])([F:6])[C:3]([OH:5])=[O:4].C(OC(=O)[NH:14][C:15]1[C:23]2[C:18](=[N:19][CH:20]=[C:21]([C:24]3[CH:29]=[CH:28][C:27]([C@H:30]([NH:32][C:33]4[C:38]([C:39](=[O:51])[NH:40][C@H:41]([C:43]5[CH:48]=[CH:47][C:46]([F:49])=[C:45]([F:50])[CH:44]=5)[CH3:42])=[N:37][C:36]([C:52]#[N:53])=[CH:35][N:34]=4)[CH3:31])=[CH:26][N:25]=3)[CH:22]=2)[NH:17][N:16]=1)(C)(C)C.C(Cl)Cl. (4) Given the product [CH3:14][O:15][C:6]1[CH:5]=[CH:4][C:3]([N+:9]([O-:11])=[O:10])=[C:2]([NH:13][CH3:12])[CH:7]=1, predict the reactants needed to synthesize it. The reactants are: Cl[C:2]1[CH:7]=[C:6](Cl)[CH:5]=[CH:4][C:3]=1[N+:9]([O-:11])=[O:10].[CH3:12][NH2:13].[CH3:14][O-:15].[Na+].O. (5) Given the product [N:22]1[N:26]2[CH:27]=[CH:28][CH:29]=[C:30]([NH:31][C:9]([NH:8][CH2:7][C:6]3[CH:11]=[CH:12][C:3]([C:2]([F:13])([F:14])[F:1])=[CH:4][CH:5]=3)=[O:10])[C:25]2=[CH:24][N:23]=1, predict the reactants needed to synthesize it. The reactants are: [F:1][C:2]([F:14])([F:13])[C:3]1[CH:12]=[CH:11][C:6]([CH2:7][N:8]=[C:9]=[O:10])=[CH:5][CH:4]=1.FC(F)(F)C(O)=O.[N:22]1[N:26]2[CH:27]=[CH:28][CH:29]=[C:30]([NH2:31])[C:25]2=[CH:24][N:23]=1.